Dataset: NCI-60 drug combinations with 297,098 pairs across 59 cell lines. Task: Regression. Given two drug SMILES strings and cell line genomic features, predict the synergy score measuring deviation from expected non-interaction effect. (1) Drug 1: C1=NC2=C(N=C(N=C2N1C3C(C(C(O3)CO)O)F)Cl)N. Drug 2: CC12CCC3C(C1CCC2OP(=O)(O)O)CCC4=C3C=CC(=C4)OC(=O)N(CCCl)CCCl.[Na+]. Cell line: MOLT-4. Synergy scores: CSS=15.4, Synergy_ZIP=-2.71, Synergy_Bliss=-7.51, Synergy_Loewe=-9.52, Synergy_HSA=-8.88. (2) Cell line: SNB-75. Drug 2: C1CCC(CC1)NC(=O)N(CCCl)N=O. Drug 1: CC1C(C(CC(O1)OC2CC(CC3=C2C(=C4C(=C3O)C(=O)C5=C(C4=O)C(=CC=C5)OC)O)(C(=O)C)O)N)O.Cl. Synergy scores: CSS=40.7, Synergy_ZIP=7.85, Synergy_Bliss=12.3, Synergy_Loewe=-31.5, Synergy_HSA=12.7. (3) Drug 1: CC1=C(C=C(C=C1)C(=O)NC2=CC(=CC(=C2)C(F)(F)F)N3C=C(N=C3)C)NC4=NC=CC(=N4)C5=CN=CC=C5. Drug 2: CS(=O)(=O)CCNCC1=CC=C(O1)C2=CC3=C(C=C2)N=CN=C3NC4=CC(=C(C=C4)OCC5=CC(=CC=C5)F)Cl. Cell line: SN12C. Synergy scores: CSS=-18.2, Synergy_ZIP=13.7, Synergy_Bliss=-0.0390, Synergy_Loewe=-27.7, Synergy_HSA=-29.6. (4) Drug 1: CN(C(=O)NC(C=O)C(C(C(CO)O)O)O)N=O. Drug 2: CC12CCC3C(C1CCC2OP(=O)(O)O)CCC4=C3C=CC(=C4)OC(=O)N(CCCl)CCCl.[Na+]. Cell line: UO-31. Synergy scores: CSS=14.6, Synergy_ZIP=-3.19, Synergy_Bliss=0.658, Synergy_Loewe=-7.66, Synergy_HSA=-1.14. (5) Cell line: DU-145. Synergy scores: CSS=6.60, Synergy_ZIP=2.06, Synergy_Bliss=10.1, Synergy_Loewe=7.26, Synergy_HSA=7.36. Drug 2: CNC(=O)C1=CC=CC=C1SC2=CC3=C(C=C2)C(=NN3)C=CC4=CC=CC=N4. Drug 1: CC12CCC(CC1=CCC3C2CCC4(C3CC=C4C5=CN=CC=C5)C)O. (6) Drug 1: CS(=O)(=O)CCNCC1=CC=C(O1)C2=CC3=C(C=C2)N=CN=C3NC4=CC(=C(C=C4)OCC5=CC(=CC=C5)F)Cl. Drug 2: CC(C)CN1C=NC2=C1C3=CC=CC=C3N=C2N. Cell line: UO-31. Synergy scores: CSS=3.83, Synergy_ZIP=-0.742, Synergy_Bliss=0.800, Synergy_Loewe=-1.88, Synergy_HSA=-2.08.